This data is from Forward reaction prediction with 1.9M reactions from USPTO patents (1976-2016). The task is: Predict the product of the given reaction. (1) Given the reactants [F:1][C:2]1[CH:7]=[CH:6][C:5]([F:8])=[CH:4][C:3]=1[C:9]1[CH:18]=[CH:17][C:16]2[C:11](=[CH:12][CH:13]=[C:14]([O:19]C)[CH:15]=2)[C:10]=1[CH2:21][C:22]1[CH:36]=[CH:35][C:25]([O:26][CH2:27][CH2:28][N:29]2[CH2:34][CH2:33][CH2:32][CH2:31][CH2:30]2)=[CH:24][CH:23]=1.B(Br)(Br)Br.C(=O)(O)[O-].[Na+].C(Cl)(Cl)[Cl:47].C(O)(C)C, predict the reaction product. The product is: [ClH:47].[F:1][C:2]1[CH:7]=[CH:6][C:5]([F:8])=[CH:4][C:3]=1[C:9]1[C:10]([CH2:21][C:22]2[CH:36]=[CH:35][C:25]([O:26][CH2:27][CH2:28][N:29]3[CH2:30][CH2:31][CH2:32][CH2:33][CH2:34]3)=[CH:24][CH:23]=2)=[C:11]2[C:16](=[CH:17][CH:18]=1)[CH:15]=[C:14]([OH:19])[CH:13]=[CH:12]2. (2) Given the reactants Cl[C:2]1[CH:7]=[CH:6][C:5]([N+:8]([O-:10])=[O:9])=[CH:4][N:3]=1.[CH3:11][NH:12][CH2:13][CH2:14][OH:15], predict the reaction product. The product is: [CH3:11][N:12]([C:2]1[CH:7]=[CH:6][C:5]([N+:8]([O-:10])=[O:9])=[CH:4][N:3]=1)[CH2:13][CH2:14][OH:15]. (3) Given the reactants Cl.[NH2:2][CH2:3][CH2:4][S:5]([NH2:8])(=[O:7])=[O:6].[CH:9]1([C:15](Cl)=[O:16])[CH2:14][CH2:13][CH2:12][CH2:11][CH2:10]1.C(Cl)CCl.[Cl:22][C:23]1[CH:31]=[C:30]2[C:26]([C:27]([CH2:35][CH2:36][CH2:37][O:38][C:39]3[CH:44]=[C:43]([CH3:45])[C:42]([Cl:46])=[C:41]([CH3:47])[CH:40]=3)=[C:28]([C:32](O)=[O:33])[NH:29]2)=[CH:25][CH:24]=1, predict the reaction product. The product is: [Cl:22][C:23]1[CH:31]=[C:30]2[C:26]([C:27]([CH2:35][CH2:36][CH2:37][O:38][C:39]3[CH:40]=[C:41]([CH3:47])[C:42]([Cl:46])=[C:43]([CH3:45])[CH:44]=3)=[C:28]([C:32]([NH:8][S:5]([CH2:4][CH2:3][NH:2][C:15]([CH:9]3[CH2:14][CH2:13][CH2:12][CH2:11][CH2:10]3)=[O:16])(=[O:7])=[O:6])=[O:33])[NH:29]2)=[CH:25][CH:24]=1. (4) Given the reactants I(C1C=CC=CC=1C(O)=O)(=O)=O.[Cl:13][C:14]1[CH:19]=[CH:18][C:17]([N:20]2[C:28]([CH:29]([CH:31]3[CH2:36][CH2:35][CH2:34][CH2:33][CH2:32]3)[OH:30])=[C:27]3[C:22]([CH:23]=[CH:24][CH:25]=[CH:26]3)=[N:21]2)=[CH:16][CH:15]=1, predict the reaction product. The product is: [Cl:13][C:14]1[CH:19]=[CH:18][C:17]([N:20]2[C:28]([C:29]([CH:31]3[CH2:32][CH2:33][CH2:34][CH2:35][CH2:36]3)=[O:30])=[C:27]3[C:22]([CH:23]=[CH:24][CH:25]=[CH:26]3)=[N:21]2)=[CH:16][CH:15]=1. (5) Given the reactants [CH2:1]([OH:21])[CH2:2][CH2:3][CH2:4]/[CH:5]=[CH:6]\[CH2:7]/[CH:8]=[CH:9]\[CH2:10]/[CH:11]=[CH:12]\[CH2:13]/[CH:14]=[CH:15]\[CH2:16]/[CH:17]=[CH:18]\[CH2:19][CH3:20].[OH-].[Na+].Br[CH:25]([CH2:33][CH3:34])[C:26]([O:28][C:29]([CH3:32])([CH3:31])[CH3:30])=[O:27], predict the reaction product. The product is: [CH2:1]([O:21][CH:25]([CH2:33][CH3:34])[C:26]([O:28][C:29]([CH3:32])([CH3:31])[CH3:30])=[O:27])[CH2:2][CH2:3][CH2:4]/[CH:5]=[CH:6]\[CH2:7]/[CH:8]=[CH:9]\[CH2:10]/[CH:11]=[CH:12]\[CH2:13]/[CH:14]=[CH:15]\[CH2:16]/[CH:17]=[CH:18]\[CH2:19][CH3:20]. (6) Given the reactants [C:1]([O:5][C:6]([NH:8][C@H:9]1[CH2:27][C:26]2[CH:28]=[C:22]([CH:23]=[CH:24][C:25]=2[OH:29])[C:21]2=[CH:30][C:17](=[CH:18][CH:19]=[CH:20]2)[CH2:16][C@@H:15]([C:31](O)=[O:32])[N:14]([CH3:34])[C:13](=[O:35])[C@H:12]([CH2:36][C@@H:37]([OH:47])[CH2:38][NH:39][C:40]([O:42][C:43]([CH3:46])([CH3:45])[CH3:44])=[O:41])[NH:11][C:10]1=[O:48])=[O:7])([CH3:4])([CH3:3])[CH3:2].[NH2:49][C@H:50]([CH2:62][C:63]([NH:65][CH2:66][C@@H:67]([NH:79][C:80]([O:82][C:83]([CH3:86])([CH3:85])[CH3:84])=[O:81])[CH2:68][CH2:69][CH2:70][NH:71][C:72]([O:74][C:75]([CH3:78])([CH3:77])[CH3:76])=[O:73])=[O:64])[CH2:51][CH2:52][CH2:53][NH:54][C:55](=[O:61])[O:56][C:57]([CH3:60])([CH3:59])[CH3:58].C(Cl)CCl.C1C=CC2N(O)N=NC=2C=1, predict the reaction product. The product is: [C:57]([O:56][C:55]([NH:54][CH2:53][CH2:52][CH2:51][C@H:50]([NH:49][C:31]([C@H:15]1[N:14]([CH3:34])[C:13](=[O:35])[C@H:12]([CH2:36][C@@H:37]([OH:47])[CH2:38][NH:39][C:40]([O:42][C:43]([CH3:46])([CH3:45])[CH3:44])=[O:41])[NH:11][C:10](=[O:48])[C@@H:9]([NH:8][C:6]([O:5][C:1]([CH3:4])([CH3:3])[CH3:2])=[O:7])[CH2:27][C:26]2[CH:28]=[C:22]([CH:23]=[CH:24][C:25]=2[OH:29])[C:21]2=[CH:30][C:17](=[CH:18][CH:19]=[CH:20]2)[CH2:16]1)=[O:32])[CH2:62][C:63]([NH:65][CH2:66][CH:67]([NH:79][C:80](=[O:81])[O:82][C:83]([CH3:86])([CH3:85])[CH3:84])[CH2:68][CH2:69][CH2:70][NH:71][C:72](=[O:73])[O:74][C:75]([CH3:76])([CH3:77])[CH3:78])=[O:64])=[O:61])([CH3:60])([CH3:59])[CH3:58]. (7) Given the reactants [CH3:1][S:2]([C:4]1[CH:9]=[CH:8][C:7]([CH3:10])=[CH:6][CH:5]=1)=[O:3].C[Si]([N-][Si](C)(C)C)(C)C.[Li+].[F:21][C:22]([F:28])([F:27])[C:23](OC)=[O:24], predict the reaction product. The product is: [F:21][C:22]([F:28])([F:27])[C:23](=[O:24])[CH2:1][S:2]([C:4]1[CH:9]=[CH:8][C:7]([CH3:10])=[CH:6][CH:5]=1)=[O:3]. (8) Given the reactants Cl[C:2]1[N:7]=[CH:6][N:5]=[C:4]2[NH:8][N:9]=[CH:10][C:3]=12.[NH2:11][C:12]1[CH:13]=[C:14]([NH:19][C:20](=[O:31])[C:21]2[CH:26]=[CH:25][CH:24]=[C:23]([C:27]([F:30])([F:29])[F:28])[CH:22]=2)[CH:15]=[CH:16][C:17]=1[Cl:18], predict the reaction product. The product is: [Cl:18][C:17]1[CH:16]=[CH:15][C:14]([NH:19][C:20](=[O:31])[C:21]2[CH:26]=[CH:25][CH:24]=[C:23]([C:27]([F:30])([F:28])[F:29])[CH:22]=2)=[CH:13][C:12]=1[NH:11][C:2]1[N:7]=[CH:6][N:5]=[C:4]2[NH:8][N:9]=[CH:10][C:3]=12. (9) Given the reactants [Br-:1].[C:2]([C:4]1[CH:5]=[CH:6][C:7]([NH:30][C:31](=[O:36])[C:32]([F:35])([F:34])[F:33])=[C:8]([CH2:10][P+:11]([C:24]2[CH:29]=[CH:28][CH:27]=[CH:26][CH:25]=2)([C:18]2[CH:23]=[CH:22][CH:21]=[CH:20][CH:19]=2)[C:12]2[CH:17]=[CH:16][CH:15]=[CH:14][CH:13]=2)[CH:9]=1)#[N:3].C, predict the reaction product. The product is: [Br-:1].[Br:1][C:6]1[C:7]([NH:30][C:31](=[O:36])[C:32]([F:34])([F:33])[F:35])=[C:8]([CH2:10][P+:11]([C:24]2[CH:25]=[CH:26][CH:27]=[CH:28][CH:29]=2)([C:12]2[CH:13]=[CH:14][CH:15]=[CH:16][CH:17]=2)[C:18]2[CH:23]=[CH:22][CH:21]=[CH:20][CH:19]=2)[CH:9]=[C:4]([C:2]#[N:3])[CH:5]=1.